Dataset: Catalyst prediction with 721,799 reactions and 888 catalyst types from USPTO. Task: Predict which catalyst facilitates the given reaction. (1) Reactant: CCCCCC.[F:7][C:8]1[CH:9]=[C:10]([C:14]2[CH:15]=[C:16]3[CH:22]=[CH:21][NH:20][C:17]3=[N:18][CH:19]=2)[CH:11]=[CH:12][CH:13]=1.[C:23]1([S:29](Cl)(=[O:31])=[O:30])[CH:28]=[CH:27][CH:26]=[CH:25][CH:24]=1. Product: [C:23]1([S:29]([N:20]2[C:17]3=[N:18][CH:19]=[C:14]([C:10]4[CH:11]=[CH:12][CH:13]=[C:8]([F:7])[CH:9]=4)[CH:15]=[C:16]3[CH:22]=[CH:21]2)(=[O:31])=[O:30])[CH:28]=[CH:27][CH:26]=[CH:25][CH:24]=1. The catalyst class is: 1. (2) Reactant: [N:1]1[CH:6]=[CH:5][CH:4]=[C:3]([NH:7][C:8]2[S:12][CH:11]=[N:10][C:9]=2[C:13](O)=O)[CH:2]=1.C(N(C(C)C)CC)(C)C.[N:25]1[CH:30]=[CH:29][C:28]([NH2:31])=[C:27]([NH2:32])[CH:26]=1.CN(C(ON1N=NC2C=CC=CC1=2)=[N+](C)C)C.[B-](F)(F)(F)F. Product: [NH:31]1[C:28]2[CH:29]=[CH:30][N:25]=[CH:26][C:27]=2[N:32]=[C:13]1[C:9]1[N:10]=[CH:11][S:12][C:8]=1[NH:7][C:3]1[CH:2]=[N:1][CH:6]=[CH:5][CH:4]=1. The catalyst class is: 174. (3) Reactant: [CH2:1]1[C:10]2[C:5](=[CH:6][CH:7]=[CH:8][CH:9]=2)[CH2:4][CH2:3][N:2]1[CH2:11][CH:12]([OH:30])[CH2:13][O:14][C:15]1[CH:20]=[CH:19][CH:18]=[C:17](B2OC(C)(C)C(C)(C)O2)[CH:16]=1.Br[C:32]1[CH:37]=[CH:36][C:35]([O:38][CH3:39])=[CH:34][CH:33]=1.C([O-])([O-])=O.[K+].[K+]. Product: [CH2:1]1[C:10]2[C:5](=[CH:6][CH:7]=[CH:8][CH:9]=2)[CH2:4][CH2:3][N:2]1[CH2:11][CH:12]([OH:30])[CH2:13][O:14][C:15]1[CH:16]=[C:17]([C:32]2[CH:37]=[CH:36][C:35]([O:38][CH3:39])=[CH:34][CH:33]=2)[CH:18]=[CH:19][CH:20]=1. The catalyst class is: 75.